This data is from Peptide-MHC class II binding affinity with 134,281 pairs from IEDB. The task is: Regression. Given a peptide amino acid sequence and an MHC pseudo amino acid sequence, predict their binding affinity value. This is MHC class II binding data. (1) The peptide sequence is AFKIGLHTEFQTVSF. The MHC is DRB1_0901 with pseudo-sequence DRB1_0901. The binding affinity (normalized) is 0.371. (2) The MHC is HLA-DPA10201-DPB11401 with pseudo-sequence HLA-DPA10201-DPB11401. The peptide sequence is KASNPNYLAILVKYV. The binding affinity (normalized) is 0.357. (3) The peptide sequence is AKGLNQEILELAQSET. The MHC is DRB1_0301 with pseudo-sequence DRB1_0301. The binding affinity (normalized) is 0.0289. (4) The peptide sequence is DVDLFLTGTPDEYVEQV. The MHC is HLA-DPA10103-DPB10401 with pseudo-sequence HLA-DPA10103-DPB10401. The binding affinity (normalized) is 0.228. (5) The peptide sequence is GLSGEPKGGAESSSK. The MHC is HLA-DQA10104-DQB10503 with pseudo-sequence HLA-DQA10104-DQB10503. The binding affinity (normalized) is 0. (6) The peptide sequence is KFTVFEAAFNKAIKE. The MHC is DRB1_0701 with pseudo-sequence DRB1_0701. The binding affinity (normalized) is 0.727. (7) The peptide sequence is GAVDIINKWQVVAPQ. The MHC is HLA-DQA10501-DQB10301 with pseudo-sequence HLA-DQA10501-DQB10301. The binding affinity (normalized) is 0.263.